This data is from Full USPTO retrosynthesis dataset with 1.9M reactions from patents (1976-2016). The task is: Predict the reactants needed to synthesize the given product. (1) Given the product [Cl:1][C:2]1[CH:3]=[C:4]([N:5]=[C:21]=[S:22])[CH:6]=[C:7]([Cl:15])[C:8]=1[C:9]#[C:10][C:11]([CH3:12])([CH3:14])[CH3:13], predict the reactants needed to synthesize it. The reactants are: [Cl:1][C:2]1[CH:3]=[C:4]([CH:6]=[C:7]([Cl:15])[C:8]=1[C:9]#[C:10][C:11]([CH3:14])([CH3:13])[CH3:12])[NH2:5].C(=O)([O-])[O-].[Ca+2].[C:21](Cl)(Cl)=[S:22].Cl. (2) Given the product [C:1]([OH:6])(=[O:5])[C:2]([OH:4])=[O:3].[CH3:7][N:8]1[CH2:13][CH2:12][NH:11][C@@H:10]([C:14]2[CH:15]=[CH:16][CH:17]=[CH:18][CH:19]=2)[CH2:9]1, predict the reactants needed to synthesize it. The reactants are: [C:1]([OH:6])(=[O:5])[C:2]([OH:4])=[O:3].[CH3:7][N:8]1[CH2:13][CH2:12][NH:11][C@@H:10]([C:14]2[CH:19]=[CH:18][CH:17]=[CH:16][CH:15]=2)[CH2:9]1.